From a dataset of Peptide-MHC class I binding affinity with 185,985 pairs from IEDB/IMGT. Regression. Given a peptide amino acid sequence and an MHC pseudo amino acid sequence, predict their binding affinity value. This is MHC class I binding data. (1) The peptide sequence is WPAGRLVEA. The MHC is HLA-B38:01 with pseudo-sequence HLA-B38:01. The binding affinity (normalized) is 0.0847. (2) The peptide sequence is QHTRRVSVL. The MHC is HLA-B27:05 with pseudo-sequence HLA-B27:05. The binding affinity (normalized) is 0.0472. (3) The peptide sequence is HSDTHGLYW. The MHC is HLA-B57:01 with pseudo-sequence HLA-B57:01. The binding affinity (normalized) is 0.607. (4) The binding affinity (normalized) is 0.0847. The MHC is HLA-B58:01 with pseudo-sequence HLA-B58:01. The peptide sequence is TRTSPNIPK. (5) The peptide sequence is KIFLHFSIL. The MHC is HLA-B40:01 with pseudo-sequence HLA-B40:01. The binding affinity (normalized) is 0.0847. (6) The peptide sequence is GMNVTAPAL. The MHC is HLA-E01:01 with pseudo-sequence HLA-E01:03. The binding affinity (normalized) is 0.0847.